Task: Predict the reactants needed to synthesize the given product.. Dataset: Full USPTO retrosynthesis dataset with 1.9M reactions from patents (1976-2016) (1) Given the product [Cl:8][C:9]1[CH:18]=[CH:17][C:12]([C:13]2[NH:15][CH:6]([C:4]3[O:3][CH:2]=[CH:1][CH:5]=3)[O:7][N:14]=2)=[CH:11][CH:10]=1, predict the reactants needed to synthesize it. The reactants are: [CH:1]1[CH:5]=[C:4]([CH:6]=[O:7])[O:3][CH:2]=1.[Cl:8][C:9]1[CH:18]=[CH:17][C:12]([C:13](=[N:15]O)[NH2:14])=[CH:11][CH:10]=1. (2) Given the product [F:31][CH2:2][C:3]1[C:8]2[CH:9]=[CH:10][C:11]([O:13][C:14](=[O:18])[N:15]([CH3:17])[CH3:16])=[CH:12][C:7]=2[O:6][C:5](=[O:19])[C:4]=1[CH2:20][C:21]1[CH:26]=[CH:25][CH:24]=[C:23]([N+:27]([O-:29])=[O:28])[C:22]=1[F:30], predict the reactants needed to synthesize it. The reactants are: Br[CH2:2][C:3]1[C:8]2[CH:9]=[CH:10][C:11]([O:13][C:14](=[O:18])[N:15]([CH3:17])[CH3:16])=[CH:12][C:7]=2[O:6][C:5](=[O:19])[C:4]=1[CH2:20][C:21]1[CH:26]=[CH:25][CH:24]=[C:23]([N+:27]([O-:29])=[O:28])[C:22]=1[F:30].[F-:31].[K+].C1OCCOCCOCCOCCOCCOC1.Cl.